Dataset: Full USPTO retrosynthesis dataset with 1.9M reactions from patents (1976-2016). Task: Predict the reactants needed to synthesize the given product. Given the product [C:15]1([N:12]2[C:10]3[N:11]=[C:6]4[CH2:5][NH:4][CH2:3][CH2:2][N:7]4[C:8](=[O:21])[C:9]=3[CH:14]=[N:13]2)[CH:20]=[CH:19][CH:18]=[CH:17][CH:16]=1, predict the reactants needed to synthesize it. The reactants are: Cl[CH2:2][CH2:3][NH:4][CH2:5][C:6]1[NH:7][C:8](=[O:21])[C:9]2[CH:14]=[N:13][N:12]([C:15]3[CH:20]=[CH:19][CH:18]=[CH:17][CH:16]=3)[C:10]=2[N:11]=1.C([O-])([O-])=O.[Cs+].[Cs+].